Dataset: Reaction yield outcomes from USPTO patents with 853,638 reactions. Task: Predict the reaction yield, written as a fraction of the theoretical maximum amount of product (1.0 means a 100% yield; for example, 0.34 means a 34% yield). The reactants are [F:1][C:2]1[CH:3]=[C:4]2[C:8](=[CH:9][CH:10]=1)[NH:7][C:6](=[O:11])[C:5]2=[O:12].[H-].[Na+].Br[CH2:16][C:17]1[O:18][C:19]([C:22]([F:25])([F:24])[F:23])=[CH:20][CH:21]=1.C(OCC)C. The catalyst is CN(C)C=O. The product is [F:1][C:2]1[CH:3]=[C:4]2[C:8](=[CH:9][CH:10]=1)[N:7]([CH2:16][C:17]1[O:18][C:19]([C:22]([F:25])([F:24])[F:23])=[CH:20][CH:21]=1)[C:6](=[O:11])[C:5]2=[O:12]. The yield is 0.590.